From a dataset of Forward reaction prediction with 1.9M reactions from USPTO patents (1976-2016). Predict the product of the given reaction. (1) Given the reactants [CH3:1][C:2]1[C:11](=[O:12])[C:10]2[C:5](=[C:6]([C:16]3[CH2:21][CH2:20][CH:19]([C:22]([O:24][CH2:25][CH3:26])=[O:23])[CH2:18][CH:17]=3)[CH:7]=[CH:8][C:9]=2[N+:13]([O-])=O)[NH:4][CH:3]=1.Cl[Sn]Cl, predict the reaction product. The product is: [NH2:13][C:9]1[CH:8]=[CH:7][C:6]([C:16]2[CH2:21][CH2:20][CH:19]([C:22]([O:24][CH2:25][CH3:26])=[O:23])[CH2:18][CH:17]=2)=[C:5]2[C:10]=1[C:11](=[O:12])[C:2]([CH3:1])=[CH:3][NH:4]2. (2) Given the reactants CCN(C(C)C)C(C)C.[Br:10][C:11]1[S:12][C:13](Br)=[N:14][N:15]=1.[N:17]1([C:23]([O:25][C:26]([CH3:29])([CH3:28])[CH3:27])=[O:24])[CH2:22][CH2:21][NH:20][CH2:19][CH2:18]1, predict the reaction product. The product is: [Br:10][C:11]1[S:12][C:13]([N:20]2[CH2:19][CH2:18][N:17]([C:23]([O:25][C:26]([CH3:29])([CH3:28])[CH3:27])=[O:24])[CH2:22][CH2:21]2)=[N:14][N:15]=1. (3) Given the reactants [F:1][C:2]1[CH:3]=C(C(C)C(O)=O)C=C[CH:7]=1.B.[CH2:14]1[CH2:18][O:17][CH2:16][CH2:15]1.[CH2:19]1COC[CH2:20]1, predict the reaction product. The product is: [F:1][C:2]1[CH:7]=[C:14]([CH:18]([OH:17])[CH2:19][CH3:20])[CH:15]=[CH:16][CH:3]=1. (4) Given the reactants C([O:8][C:9]1[CH:14]=[CH:13][C:12]([N:15]2[C:19]3=[N:20][CH:21]=[C:22]([O:24][CH2:25][C:26]([F:29])([F:28])[F:27])[CH:23]=[C:18]3[N:17]([CH2:30][CH3:31])[C:16]2=[O:32])=[CH:11][CH:10]=1)C1C=CC=CC=1, predict the reaction product. The product is: [CH2:30]([N:17]1[C:18]2[C:19](=[N:20][CH:21]=[C:22]([O:24][CH2:25][C:26]([F:28])([F:27])[F:29])[CH:23]=2)[N:15]([C:12]2[CH:13]=[CH:14][C:9]([OH:8])=[CH:10][CH:11]=2)[C:16]1=[O:32])[CH3:31]. (5) Given the reactants [C:1]([O:5][C:6]([N:8]1[C:16]2[C:11](=[CH:12][C:13]([CH:17]3[C:22]([C:23]#[N:24])=[C:21]([CH3:25])[NH:20][C:19]([CH3:26])=[C:18]3[C:27]#[N:28])=[CH:14][CH:15]=2)[C:10]([NH:29][CH2:30][CH2:31][O:32][Si](C(C)(C)C)(C)C)=[N:9]1)=[O:7])([CH3:4])([CH3:3])[CH3:2].CCCC[N+](CCCC)(CCCC)CCCC.[F-], predict the reaction product. The product is: [C:1]([O:5][C:6]([N:8]1[C:16]2[C:11](=[CH:12][C:13]([CH:17]3[C:18]([C:27]#[N:28])=[C:19]([CH3:26])[NH:20][C:21]([CH3:25])=[C:22]3[C:23]#[N:24])=[CH:14][CH:15]=2)[C:10]([NH:29][CH2:30][CH2:31][OH:32])=[N:9]1)=[O:7])([CH3:4])([CH3:2])[CH3:3]. (6) Given the reactants [Br:1][C:2]1[CH:7]=[N:6][C:5]([CH:8]=[CH:9][CH2:10][CH2:11][N:12]2[CH:16]=[CH:15][N:14]=[N:13]2)=[CH:4][N:3]=1.O, predict the reaction product. The product is: [Br:1][C:2]1[CH:7]=[N:6][C:5]([CH2:8][CH2:9][CH2:10][CH2:11][N:12]2[CH:16]=[CH:15][N:14]=[N:13]2)=[CH:4][N:3]=1. (7) The product is: [C:27]1([S:19]([C:4]2[CH:3]=[C:2]([Br:1])[CH:7]=[CH:6][C:5]=2[C:8]2[CH:13]=[CH:12][C:11]([Br:14])=[CH:10][C:9]=2[S:15]([C:2]2[CH:3]=[CH:4][CH:5]=[CH:6][CH:7]=2)(=[O:17])=[O:16])(=[O:21])=[O:20])[CH:32]=[CH:31][CH:30]=[CH:29][CH:28]=1. Given the reactants [Br:1][C:2]1[CH:3]=[C:4]([S:19](Cl)(=[O:21])=[O:20])[C:5]([C:8]2[C:9]([S:15](Cl)(=[O:17])=[O:16])=[CH:10][C:11]([Br:14])=[CH:12][CH:13]=2)=[CH:6][CH:7]=1.[Cl-].[Al+3].[Cl-].[Cl-].[CH:27]1[CH:32]=[CH:31][CH:30]=[CH:29][CH:28]=1.Cl, predict the reaction product.